This data is from Full USPTO retrosynthesis dataset with 1.9M reactions from patents (1976-2016). The task is: Predict the reactants needed to synthesize the given product. (1) Given the product [CH3:14][O:15][C:16](=[O:30])[CH2:17][C:18]1[C:22]2[C:23]([Cl:29])=[CH:24][C:25]([O:28][CH2:38][C:37]3[C:32]([CH3:31])=[N:33][C:34]([C:40]([F:43])([F:41])[F:42])=[CH:35][CH:36]=3)=[C:26]([Cl:27])[C:21]=2[S:20][CH:19]=1, predict the reactants needed to synthesize it. The reactants are: C(P(CCCC)CCCC)CCC.[CH3:14][O:15][C:16](=[O:30])[CH2:17][C:18]1[C:22]2[C:23]([Cl:29])=[CH:24][C:25]([OH:28])=[C:26]([Cl:27])[C:21]=2[S:20][CH:19]=1.[CH3:31][C:32]1[C:37]([CH2:38]O)=[CH:36][CH:35]=[C:34]([C:40]([F:43])([F:42])[F:41])[N:33]=1.C1CCN(C(N=NC(N2CCCCC2)=O)=O)CC1. (2) Given the product [CH2:41]([N:48]1[CH2:53][CH2:52][CH:51]([NH:54][C:19]([C:17]2[N:16]=[C:15]3[C:11]([N:12]=[CH:13][N:14]3[C@H:23]3[C@H:27]([OH:28])[C@H:26]([OH:29])[C@@H:25]([C:30]([NH:32][CH2:33][CH3:34])=[O:31])[O:24]3)=[C:10]([NH:9][CH2:8][CH:7]([C:1]3[CH:2]=[CH:3][CH:4]=[CH:5][CH:6]=3)[C:35]3[CH:40]=[CH:39][CH:38]=[CH:37][CH:36]=3)[N:18]=2)=[O:20])[CH2:50][CH2:49]1)[C:42]1[CH:43]=[CH:44][CH:45]=[CH:46][CH:47]=1, predict the reactants needed to synthesize it. The reactants are: [C:1]1([CH:7]([C:35]2[CH:40]=[CH:39][CH:38]=[CH:37][CH:36]=2)[CH2:8][NH:9][C:10]2[N:18]=[C:17]([C:19](OC)=[O:20])[N:16]=[C:15]3[C:11]=2[N:12]=[CH:13][N:14]3[C@H:23]2[C@H:27]([OH:28])[C@H:26]([OH:29])[C@@H:25]([C:30]([NH:32][CH2:33][CH3:34])=[O:31])[O:24]2)[CH:6]=[CH:5][CH:4]=[CH:3][CH:2]=1.[CH2:41]([N:48]1[CH2:53][CH2:52][CH:51]([NH2:54])[CH2:50][CH2:49]1)[C:42]1[CH:47]=[CH:46][CH:45]=[CH:44][CH:43]=1. (3) Given the product [CH2:1]([O:3][C:4]([C:6]1[CH:7]=[N:8][N:9]([C:11]2[N:20]([CH2:33][O:34][CH2:35][CH2:36][O:37][CH3:38])[C:19](=[O:21])[C:18]3[C:13](=[CH:14][C:15]([I:22])=[CH:16][CH:17]=3)[N:12]=2)[CH:10]=1)=[O:5])[CH3:2], predict the reactants needed to synthesize it. The reactants are: [CH2:1]([O:3][C:4]([C:6]1[CH:7]=[N:8][N:9]([C:11]2[NH:20][C:19](=[O:21])[C:18]3[C:13](=[CH:14][C:15]([I:22])=[CH:16][CH:17]=3)[N:12]=2)[CH:10]=1)=[O:5])[CH3:2].CCN(C(C)C)C(C)C.Cl[CH2:33][O:34][CH2:35][CH2:36][O:37][CH3:38]. (4) Given the product [ClH:13].[F:10][C:7]1[CH:8]=[CH:9][C:4]([CH2:17][C:18](=[O:19])[CH2:20][N:15]([CH3:16])[CH3:14])=[CH:5][CH:6]=1, predict the reactants needed to synthesize it. The reactants are: CC([C:4]1[CH:9]=[CH:8][C:7]([F:10])=[CH:6][CH:5]=1)=O.C=O.[ClH:13].[CH3:14][NH:15][CH3:16].[CH3:17][C:18]([CH3:20])=[O:19]. (5) Given the product [C:1]([O:5][C:6]([N:8]1[CH2:14][CH2:13][CH2:12][N:11]([C:15]([C:17]2[CH:18]=[C:19]3[C:23](=[CH:24][CH:25]=2)[N:22]([CH:26]([CH3:28])[CH3:27])[C:21]([C:29]([N:39]2[CH2:38][CH2:37][N:36]([C:34](=[O:35])[N:33]([CH3:32])[CH3:42])[CH2:41][CH2:40]2)=[O:31])=[CH:20]3)=[O:16])[CH2:10][CH2:9]1)=[O:7])([CH3:4])([CH3:3])[CH3:2], predict the reactants needed to synthesize it. The reactants are: [C:1]([O:5][C:6]([N:8]1[CH2:14][CH2:13][CH2:12][N:11]([C:15]([C:17]2[CH:18]=[C:19]3[C:23](=[CH:24][CH:25]=2)[N:22]([CH:26]([CH3:28])[CH3:27])[C:21]([C:29]([OH:31])=O)=[CH:20]3)=[O:16])[CH2:10][CH2:9]1)=[O:7])([CH3:4])([CH3:3])[CH3:2].[CH3:32][N:33]([CH3:42])[C:34]([N:36]1[CH2:41][CH2:40][NH:39][CH2:38][CH2:37]1)=[O:35].